This data is from Reaction yield outcomes from USPTO patents with 853,638 reactions. The task is: Predict the reaction yield, written as a fraction of the theoretical maximum amount of product (1.0 means a 100% yield; for example, 0.34 means a 34% yield). The reactants are C([NH:5][C:6]1[C:15]2[CH:14]=[CH:13][CH:12]=[C:11]([C:16]([NH:18][C:19]3[CH:24]=[C:23]([C:25](=O)[NH:26][C:27]4[CH:32]=[CH:31][CH:30]=[C:29]([C:33]([F:36])([F:35])[F:34])[CH:28]=4)[CH:22]=[CH:21][C:20]=3[CH3:38])=[O:17])[C:10]=2[CH:9]=[CH:8][N:7]=1)(C)(C)C.CC1C=CC2C(NC3C=CC=C(C(F)(F)F)C=3)=[N:45][CH:44]=[CH:43]C=2C=1N.NC1C=CC=CC=1. No catalyst specified. The product is [NH2:5][C:6]1[C:15]2[CH:14]=[CH:13][CH:12]=[C:11]([C:16]([NH:18][C:19]3[C:20]([CH3:38])=[CH:21][CH:22]=[C:23]4[C:24]=3[CH:43]=[CH:44][N:45]=[C:25]4[NH:26][C:27]3[CH:32]=[CH:31][CH:30]=[C:29]([C:33]([F:35])([F:34])[F:36])[CH:28]=3)=[O:17])[C:10]=2[CH:9]=[CH:8][N:7]=1. The yield is 0.0200.